This data is from Full USPTO retrosynthesis dataset with 1.9M reactions from patents (1976-2016). The task is: Predict the reactants needed to synthesize the given product. The reactants are: [Br:1][C:2]1[CH:10]=[CH:9][C:8]2[N:7]([CH2:11][CH3:12])[CH2:6][C@@H:5]3[CH2:13][N:14]([C:17]([O:19][C:20]([CH3:23])([CH3:22])[CH3:21])=[O:18])[CH2:15][CH2:16][C:3]=1[C:4]=23.[Cl:24]N1C(=O)CCC1=O.C(=O)(O)[O-].[Na+]. Given the product [Br:1][C:2]1[CH:10]=[C:9]([Cl:24])[C:8]2[N:7]([CH2:11][CH3:12])[CH2:6][C@@H:5]3[CH2:13][N:14]([C:17]([O:19][C:20]([CH3:22])([CH3:21])[CH3:23])=[O:18])[CH2:15][CH2:16][C:3]=1[C:4]=23, predict the reactants needed to synthesize it.